Task: Predict the product of the given reaction.. Dataset: Forward reaction prediction with 1.9M reactions from USPTO patents (1976-2016) (1) Given the reactants Br[C:2]1[N:7]=[C:6]([C:8]([O:10][CH3:11])=[O:9])[CH:5]=[CH:4][C:3]=1[F:12].[F:13][C:14]1[CH:19]=[C:18]([O:20][CH:21]2[CH2:26][CH2:25][O:24][CH2:23][CH2:22]2)[CH:17]=[C:16]([F:27])[C:15]=1B1OC(C)(C)C(C)(C)O1, predict the reaction product. The product is: [F:13][C:14]1[CH:19]=[C:18]([O:20][CH:21]2[CH2:22][CH2:23][O:24][CH2:25][CH2:26]2)[CH:17]=[C:16]([F:27])[C:15]=1[C:2]1[N:7]=[C:6]([C:8]([O:10][CH3:11])=[O:9])[CH:5]=[CH:4][C:3]=1[F:12]. (2) The product is: [Cl:13][C:14]1[CH:23]=[C:22]([O:24][CH2:25][CH3:26])[C:21]([N:27]2[CH:5]=[CH:4][CH:3]=[N:28]2)=[CH:20][C:15]=1[C:16]([O:18][CH3:19])=[O:17]. Given the reactants CO[CH:3](OC)[CH2:4][CH:5](OC)OC.Cl.[Cl:13][C:14]1[CH:23]=[C:22]([O:24][CH2:25][CH3:26])[C:21]([NH:27][NH2:28])=[CH:20][C:15]=1[C:16]([O:18][CH3:19])=[O:17], predict the reaction product. (3) Given the reactants [Cl:1][C:2]1[CH:7]=[CH:6][C:5]([C@H:8]([NH:11][S@@:12]([C:14]([CH3:17])([CH3:16])[CH3:15])=[O:13])[CH2:9][CH3:10])=[C:4]([F:18])[C:3]=1[O:19][C:20]1[CH:25]=[CH:24][C:23]([NH2:26])=[C:22]([CH3:27])[CH:21]=1.[C:28](Cl)(=[O:30])[CH3:29].C(N(CC)CC)C.C(=O)([O-])O.[Na+], predict the reaction product. The product is: [Cl:1][C:2]1[C:3]([O:19][C:20]2[CH:25]=[CH:24][C:23]([NH:26][C:28](=[O:30])[CH3:29])=[C:22]([CH3:27])[CH:21]=2)=[C:4]([F:18])[C:5]([C@H:8]([NH:11][S@@:12]([C:14]([CH3:17])([CH3:16])[CH3:15])=[O:13])[CH2:9][CH3:10])=[CH:6][CH:7]=1. (4) The product is: [CH3:1][N:2]([CH3:42])[C:3](=[O:41])[C:4]1[CH:9]=[CH:8][CH:7]=[C:6]([C:10]2[C:18]3[C:13](=[N:14][CH:15]=[C:16]([C:19]4[CH:24]=[CH:23][CH:22]=[C:21]([C:25]([N:27]5[CH2:28][CH2:29][O:30][CH2:31][CH2:32]5)=[O:26])[CH:20]=4)[CH:17]=3)[NH:12][N:11]=2)[CH:5]=1. Given the reactants [CH3:1][N:2]([CH3:42])[C:3](=[O:41])[C:4]1[CH:9]=[CH:8][CH:7]=[C:6]([C:10]2[C:18]3[C:13](=[N:14][CH:15]=[C:16]([C:19]4[CH:24]=[CH:23][CH:22]=[C:21]([C:25]([N:27]5[CH2:32][CH2:31][O:30][CH2:29][CH2:28]5)=[O:26])[CH:20]=4)[CH:17]=3)[N:12](COCC[Si](C)(C)C)[N:11]=2)[CH:5]=1.C(=O)(O)[O-].[Na+], predict the reaction product. (5) The product is: [CH2:9]([O:16][C:17]1[CH:26]=[CH:25][C:24]([N:27]2[CH2:32][CH2:31][CH2:30][CH2:29][CH2:28]2)=[CH:23][C:18]=1[C:19]([OH:21])=[O:20])[C:10]1[CH:11]=[CH:12][CH:13]=[CH:14][CH:15]=1. Given the reactants [OH-].[Na+].O1CCOCC1.[CH2:9]([O:16][C:17]1[CH:26]=[CH:25][C:24]([N:27]2[CH2:32][CH2:31][CH2:30][CH2:29][CH2:28]2)=[CH:23][C:18]=1[C:19]([O:21]C)=[O:20])[C:10]1[CH:15]=[CH:14][CH:13]=[CH:12][CH:11]=1, predict the reaction product.